This data is from Full USPTO retrosynthesis dataset with 1.9M reactions from patents (1976-2016). The task is: Predict the reactants needed to synthesize the given product. (1) Given the product [CH:15]1([C:13]#[C:14][C:2]2[CH:11]=[CH:10][C:5]([C:6]([O:8][CH3:9])=[O:7])=[C:4]([CH3:12])[CH:3]=2)[CH2:19][CH2:18][CH2:17][CH2:16]1, predict the reactants needed to synthesize it. The reactants are: Br[C:2]1[CH:11]=[CH:10][C:5]([C:6]([O:8][CH3:9])=[O:7])=[C:4]([CH3:12])[CH:3]=1.[C:13]([CH:15]1[CH2:19][CH2:18][CH2:17][CH2:16]1)#[CH:14]. (2) Given the product [S:36]([O:1][C:2]1[CH:10]=[CH:9][C:8]([C:11]2[N:12]([C:27]([O:29][C:30]([CH3:31])([CH3:33])[CH3:32])=[O:28])[C:13]3[C:18]([CH:19]=2)=[CH:17][C:16]([CH2:20][N:21]2[CH2:26][CH2:25][CH2:24][CH2:23][CH2:22]2)=[CH:15][CH:14]=3)=[C:7]2[C:3]=1[CH2:4][NH:5][C:6]2=[O:34])(=[O:38])(=[O:37])[NH2:39], predict the reactants needed to synthesize it. The reactants are: [OH:1][C:2]1[CH:10]=[CH:9][C:8]([C:11]2[N:12]([C:27]([O:29][C:30]([CH3:33])([CH3:32])[CH3:31])=[O:28])[C:13]3[C:18]([CH:19]=2)=[CH:17][C:16]([CH2:20][N:21]2[CH2:26][CH2:25][CH2:24][CH2:23][CH2:22]2)=[CH:15][CH:14]=3)=[C:7]2[C:3]=1[CH2:4][NH:5][C:6]2=[O:34].Cl[S:36]([NH2:39])(=[O:38])=[O:37].O. (3) Given the product [CH3:8][C:3]1[C:2]([B:12]2[O:13][C:14]([CH3:16])([CH3:15])[C:10]([CH3:26])([CH3:9])[O:11]2)=[CH:7][N:6]=[CH:5][N:4]=1, predict the reactants needed to synthesize it. The reactants are: Br[C:2]1[C:3]([CH3:8])=[N:4][CH:5]=[N:6][CH:7]=1.[CH3:9][C:10]1([CH3:26])[C:14]([CH3:16])([CH3:15])[O:13][B:12]([B:12]2[O:13][C:14]([CH3:16])([CH3:15])[C:10]([CH3:26])([CH3:9])[O:11]2)[O:11]1.C([O-])(=O)C.[K+]. (4) The reactants are: [NH:1]1[CH2:6][CH2:5][O:4][CH2:3][CH2:2]1.[CH3:7][O:8][C:9]1[CH:10]=[C:11]2[C:20](=[CH:21][CH:22]=1)[N:19]=[CH:18][C:17]1[O:16][CH2:15][CH:14]([CH2:23][N:24]3[CH2:28][CH:27]([NH:29][C:30]([C:32]4[CH:33]=[CH:34][C:35]5[S:40][CH2:39][C:38](=[O:41])[NH:37][C:36]=5[CH:42]=4)=[O:31])[CH2:26][CH:25]3[C:43](O)=[O:44])[CH2:13][C:12]2=1.ON1C2C=CC=CC=2N=N1.Cl.CN(C)CCCN=C=NCC.C(N(CC)C(C)C)(C)C. Given the product [CH3:7][O:8][C:9]1[CH:10]=[C:11]2[C:20](=[CH:21][CH:22]=1)[N:19]=[CH:18][C:17]1[O:16][CH2:15][CH:14]([CH2:23][N:24]3[CH:25]([C:43]([N:1]4[CH2:6][CH2:5][O:4][CH2:3][CH2:2]4)=[O:44])[CH2:26][CH:27]([NH:29][C:30]([C:32]4[CH:33]=[CH:34][C:35]5[S:40][CH2:39][C:38](=[O:41])[NH:37][C:36]=5[CH:42]=4)=[O:31])[CH2:28]3)[CH2:13][C:12]2=1, predict the reactants needed to synthesize it. (5) The reactants are: [NH2:1][C:2]1[CH:9]=[CH:8][C:5]([CH:6]=[O:7])=[CH:4][CH:3]=1.C(N(CC)CC)C.[C:17]([O:20][CH2:21][C:22](Cl)=[O:23])(=[O:19])[CH3:18]. Given the product [CH:6]([C:5]1[CH:8]=[CH:9][C:2]([NH:1][C:22]([CH2:21][O:20][C:17](=[O:19])[CH3:18])=[O:23])=[CH:3][CH:4]=1)=[O:7], predict the reactants needed to synthesize it.